Dataset: Full USPTO retrosynthesis dataset with 1.9M reactions from patents (1976-2016). Task: Predict the reactants needed to synthesize the given product. Given the product [F:14][C:10]1[CH:9]=[C:8]2[C:13](=[CH:12][CH:11]=1)[N:5]([CH2:4][C:3]([OH:33])=[O:2])[C:6]([CH3:32])=[C:7]2[CH2:15][C:16]1[C:17]([S:22](=[O:31])(=[O:30])[NH:23][C:24]2[CH:25]=[CH:26][CH:27]=[CH:28][CH:29]=2)=[N:18][CH:19]=[CH:20][CH:21]=1, predict the reactants needed to synthesize it. The reactants are: C[O:2][C:3](=[O:33])[CH2:4][N:5]1[C:13]2[C:8](=[CH:9][C:10]([F:14])=[CH:11][CH:12]=2)[C:7]([CH2:15][C:16]2[C:17]([S:22](=[O:31])(=[O:30])[NH:23][C:24]3[CH:29]=[CH:28][CH:27]=[CH:26][CH:25]=3)=[N:18][CH:19]=[CH:20][CH:21]=2)=[C:6]1[CH3:32].[OH-].[Na+].